This data is from Reaction yield outcomes from USPTO patents with 853,638 reactions. The task is: Predict the reaction yield, written as a fraction of the theoretical maximum amount of product (1.0 means a 100% yield; for example, 0.34 means a 34% yield). (1) The yield is 0.670. The catalyst is O1CCCC1.C(OCC)(=O)C. The product is [Br:1][C:2]1[CH:16]=[CH:15][C:14]([C:27](=[O:28])[CH2:26][Cl:25])=[CH:13][C:3]=1[CH2:4][O:5][Si:6]([C:9]([CH3:12])([CH3:11])[CH3:10])([CH3:8])[CH3:7]. The reactants are [Br:1][C:2]1[CH:16]=[CH:15][C:14](I)=[CH:13][C:3]=1[CH2:4][O:5][Si:6]([C:9]([CH3:12])([CH3:11])[CH3:10])([CH3:8])[CH3:7].C([Mg]Cl)(C)C.[Cl-].[Li+].[Cl:25][CH2:26][C:27](N(OC)C)=[O:28]. (2) The reactants are C([O:3][C:4]([CH:6]1[CH2:10][CH2:9][CH2:8][CH:7]1[C:11]([N:13]1[CH2:18][CH2:17][N:16]([C:19]2[CH:24]=[CH:23][C:22]([NH:25][C:26]([C:28]3[N:29]=[C:30]([C:37]4[CH:42]=[CH:41][CH:40]=[CH:39][CH:38]=4)[O:31][C:32]=3[C:33]([F:36])([F:35])[F:34])=[O:27])=[CH:21][CH:20]=2)[CH2:15][CH2:14]1)=[O:12])=[O:5])C.[OH-].[Li+]. The catalyst is C(O)C.O. The product is [C:37]1([C:30]2[O:31][C:32]([C:33]([F:34])([F:35])[F:36])=[C:28]([C:26]([NH:25][C:22]3[CH:23]=[CH:24][C:19]([N:16]4[CH2:17][CH2:18][N:13]([C:11]([CH:7]5[CH2:8][CH2:9][CH2:10][CH:6]5[C:4]([OH:5])=[O:3])=[O:12])[CH2:14][CH2:15]4)=[CH:20][CH:21]=3)=[O:27])[N:29]=2)[CH:42]=[CH:41][CH:40]=[CH:39][CH:38]=1. The yield is 0.280. (3) The reactants are [OH:1][C:2]1[C:3]([N+:9]([O-])=O)=[N:4][C:5]([CH3:8])=[CH:6][CH:7]=1.O.O.[SH-].[Na+]. The catalyst is CO.CCO. The product is [NH2:9][C:3]1[C:2]([OH:1])=[CH:7][CH:6]=[C:5]([CH3:8])[N:4]=1. The yield is 0.890.